Dataset: Reaction yield outcomes from USPTO patents with 853,638 reactions. Task: Predict the reaction yield, written as a fraction of the theoretical maximum amount of product (1.0 means a 100% yield; for example, 0.34 means a 34% yield). (1) The reactants are [Br:1][C:2]1[CH:10]=[C:6]([C:7]([OH:9])=O)[C:5]([OH:11])=[CH:4][CH:3]=1.[Cl:12][C:13]1[CH:14]=[C:15]([CH:17]=[CH:18][CH:19]=1)[NH2:16]. No catalyst specified. The product is [Br:1][C:2]1[CH:3]=[CH:4][C:5]([OH:11])=[C:6]([CH:10]=1)[C:7]([NH:16][C:15]1[CH:17]=[CH:18][CH:19]=[C:13]([Cl:12])[CH:14]=1)=[O:9]. The yield is 0.631. (2) The reactants are [C:1]([CH2:3][N:4]1[C:12]([C:13]([O:15][CH2:16][CH3:17])=[O:14])=[CH:11][C:10]2[CH:9]3[CH2:18][CH:6]([CH2:7][CH2:8]3)[C:5]1=2)#[N:2]. The catalyst is CO.[Ni]. The product is [NH2:2][CH2:1][CH2:3][N:4]1[C:12]([C:13]([O:15][CH2:16][CH3:17])=[O:14])=[CH:11][C:10]2[CH:9]3[CH2:18][CH:6]([CH2:7][CH2:8]3)[C:5]1=2. The yield is 0.500. (3) The reactants are F[C:2](F)(F)[C:3]([OH:5])=O.[Cl:8][C:9]1[C:10]([F:37])=[C:11]([CH:15]2[C:19]([C:22]3[CH:27]=[CH:26][C:25]([Cl:28])=[CH:24][CH:23]=3)([C:20]#[N:21])[CH:18]([CH2:29][C:30]([CH3:33])([CH3:32])[CH3:31])[NH:17][CH:16]2[C:34](O)=[O:35])[CH:12]=[CH:13][CH:14]=1.NCC[CH2:41][CH2:42][OH:43].C[N:45](C(ON1N=NC2C=CC=NC1=2)=[N+](C)C)C.F[P-](F)(F)(F)(F)F.CCN(C(C)C)C(C)C. The catalyst is C(Cl)Cl. The product is [OH:43][CH2:42][CH2:41][O:5][CH2:3][CH2:2][NH:45][C:34]([CH:16]1[CH:15]([C:11]2[CH:12]=[CH:13][CH:14]=[C:9]([Cl:8])[C:10]=2[F:37])[C:19]([C:22]2[CH:23]=[CH:24][C:25]([Cl:28])=[CH:26][CH:27]=2)([C:20]#[N:21])[CH:18]([CH2:29][C:30]([CH3:32])([CH3:33])[CH3:31])[NH:17]1)=[O:35]. The yield is 0.620. (4) The reactants are [NH2:1][CH2:2][C:3]1[CH:8]=[CH:7][C:6]([S:9]([NH:12][C:13]2[C:22]([NH:23][C:24]3[CH:29]=[C:28]([O:30][CH3:31])[CH:27]=[C:26]([O:32][CH3:33])[C:25]=3[O:34][CH2:35][CH2:36][CH2:37][OH:38])=[N:21][C:20]3[C:15](=[CH:16][CH:17]=[CH:18][CH:19]=3)[N:14]=2)(=[O:11])=[O:10])=[CH:5][CH:4]=1.[C:39](O)(=[O:41])[CH3:40].O. The catalyst is CN(C=O)C. The product is [OH:38][CH2:37][CH2:36][CH2:35][O:34][C:25]1[C:26]([O:32][CH3:33])=[CH:27][C:28]([O:30][CH3:31])=[CH:29][C:24]=1[NH:23][C:22]1[C:13]([NH:12][S:9]([C:6]2[CH:7]=[CH:8][C:3]([CH2:2][NH:1][C:39](=[O:41])[CH3:40])=[CH:4][CH:5]=2)(=[O:11])=[O:10])=[N:14][C:15]2[C:20]([N:21]=1)=[CH:19][CH:18]=[CH:17][CH:16]=2. The yield is 0.410. (5) The reactants are [OH-].[K+].[Cl:3][C:4]1[CH:5]=[C:6]([OH:11])[CH:7]=[CH:8][C:9]=1[F:10].Br[CH2:13][C:14]([O:16]C)=[O:15].O. The catalyst is CS(C)=O.CO. The product is [Cl:3][C:4]1[CH:5]=[C:6]([CH:7]=[CH:8][C:9]=1[F:10])[O:11][CH2:13][C:14]([OH:16])=[O:15]. The yield is 0.790. (6) The reactants are O=C1C2C(=CC=CC=2)[C:4](=[O:11])[N:3]1[CH2:12][C:13]1[CH:20]=[CH:19][C:18]([F:21])=[CH:17][C:14]=1[C:15]#[N:16].O1CCCC1.O.NN.[C:30]([O:34]C(OC([O:34][C:30]([CH3:33])([CH3:32])[CH3:31])=O)=O)([CH3:33])([CH3:32])[CH3:31]. The catalyst is CN(C)C=O.CCOCC. The product is [C:15]([C:14]1[CH:17]=[C:18]([F:21])[CH:19]=[CH:20][C:13]=1[CH2:12][NH:3][C:4](=[O:11])[O:34][C:30]([CH3:33])([CH3:32])[CH3:31])#[N:16]. The yield is 0.580. (7) The reactants are C[O:2][CH:3](OC)[CH2:4][NH:5][C:6](=[O:21])[C:7]([NH:10][C:11](=[O:20])[O:12][CH2:13][C:14]1[CH:19]=[CH:18][CH:17]=[CH:16][CH:15]=1)([CH3:9])[CH3:8].Cl.C(OCC)(=O)C. The catalyst is C1COCC1. The product is [CH3:9][C:7]([NH:10][C:11](=[O:20])[O:12][CH2:13][C:14]1[CH:19]=[CH:18][CH:17]=[CH:16][CH:15]=1)([CH3:8])[C:6](=[O:21])[NH:5][CH2:4][CH:3]=[O:2]. The yield is 1.00. (8) The reactants are [Si:1]([O:8][C@H:9]([C:46]1[CH:51]=[CH:50][C:49]([F:52])=[CH:48][CH:47]=1)[CH2:10][CH2:11][C@@H:12]1[C@@H:15]([C:16]2[CH:21]=[CH:20][C:19](B3OC(C)(C)C(C)(C)O3)=[CH:18][C:17]=2[O:31][Si:32]([C:35]([CH3:38])([CH3:37])[CH3:36])([CH3:34])[CH3:33])[N:14]([C:39]2[CH:44]=[CH:43][CH:42]=[CH:41][CH:40]=2)[C:13]1=[O:45])([C:4]([CH3:7])([CH3:6])[CH3:5])([CH3:3])[CH3:2].[C:53]([O:56][C@@H:57]1[C@@H:62]([O:63][C:64](=[O:66])[CH3:65])[C@H:61]([O:67][C:68](=[O:70])[CH3:69])[C@@H:60]([CH2:71][O:72][C:73](=[O:75])[CH3:74])[O:59][C@H:58]1[C:76]1[CH:81]=[CH:80][CH:79]=[C:78](Br)[CH:77]=1)(=[O:55])[CH3:54].C(=O)([O-])[O-].[K+].[K+]. The catalyst is C1(C)C=CC=CC=1.C(O)C.C1C=CC([P]([Pd]([P](C2C=CC=CC=2)(C2C=CC=CC=2)C2C=CC=CC=2)([P](C2C=CC=CC=2)(C2C=CC=CC=2)C2C=CC=CC=2)[P](C2C=CC=CC=2)(C2C=CC=CC=2)C2C=CC=CC=2)(C2C=CC=CC=2)C2C=CC=CC=2)=CC=1. The product is [C:53]([O:56][C@@H:57]1[C@@H:62]([O:63][C:64](=[O:66])[CH3:65])[C@H:61]([O:67][C:68](=[O:70])[CH3:69])[C@@H:60]([CH2:71][O:72][C:73](=[O:75])[CH3:74])[O:59][C@H:58]1[C:76]1[CH:77]=[C:78]([C:19]2[CH:20]=[CH:21][C:16]([C@@H:15]3[C@@H:12]([CH2:11][CH2:10][C@H:9]([O:8][Si:1]([C:4]([CH3:5])([CH3:6])[CH3:7])([CH3:3])[CH3:2])[C:46]4[CH:51]=[CH:50][C:49]([F:52])=[CH:48][CH:47]=4)[C:13](=[O:45])[N:14]3[C:39]3[CH:44]=[CH:43][CH:42]=[CH:41][CH:40]=3)=[C:17]([O:31][Si:32]([C:35]([CH3:38])([CH3:37])[CH3:36])([CH3:33])[CH3:34])[CH:18]=2)[CH:79]=[CH:80][CH:81]=1)(=[O:55])[CH3:54]. The yield is 0.270. (9) The reactants are [F:1][C:2]1[CH:3]=[C:4]([C:11]2[CH:16]=[CH:15][C:14]([OH:17])=[CH:13][CH:12]=2)[C:5]2[O:9][CH:8]=[CH:7][C:6]=2[CH:10]=1.Br[CH2:19][C:20]1[CH:21]=[C:22]([CH:27]=[CH:28][CH:29]=1)[C:23]([O:25]C)=[O:24].C(=O)([O-])[O-].[K+].[K+].[OH-].[Li+].Cl. The catalyst is C1COCC1.CO.CN(C=O)C. The product is [F:1][C:2]1[CH:3]=[C:4]([C:11]2[CH:16]=[CH:15][C:14]([O:17][CH2:19][C:20]3[CH:21]=[C:22]([CH:27]=[CH:28][CH:29]=3)[C:23]([OH:25])=[O:24])=[CH:13][CH:12]=2)[C:5]2[O:9][CH:8]=[CH:7][C:6]=2[CH:10]=1. The yield is 0.940. (10) The reactants are [C:1]([O:5][C:6]([C:8]1[CH:41]=[CH:40][CH:39]=[CH:38][C:9]=1[CH2:10][N:11]1[C:15](=[O:16])[C:14]2([CH2:21][CH2:20][N:19](C(OCC3C=CC=CC=3)=O)[CH2:18][CH2:17]2)[N:13]([C:32]2[CH:37]=[CH:36][CH:35]=[CH:34][CH:33]=2)[CH2:12]1)=[O:7])([CH3:4])([CH3:3])[CH3:2]. The catalyst is CO.[Pd]. The product is [O:16]=[C:15]1[C:14]2([CH2:17][CH2:18][NH:19][CH2:20][CH2:21]2)[N:13]([C:32]2[CH:33]=[CH:34][CH:35]=[CH:36][CH:37]=2)[CH2:12][N:11]1[CH2:10][C:9]1[CH:38]=[CH:39][CH:40]=[CH:41][C:8]=1[C:6]([O:5][C:1]([CH3:4])([CH3:2])[CH3:3])=[O:7]. The yield is 0.900.